Dataset: Forward reaction prediction with 1.9M reactions from USPTO patents (1976-2016). Task: Predict the product of the given reaction. (1) Given the reactants [CH2:1]([O:8][C:9]1[CH:14]=[C:13](/[CH:15]=[CH:16]/[C@@H:17]2[CH2:26][C:25]3[C:20](=[CH:21][CH:22]=[CH:23][CH:24]=3)[CH2:19][N:18]2[S:27]([CH3:30])(=[O:29])=[O:28])[CH:12]=[CH:11][C:10]=1[N:31]1[S:35](=[O:37])(=[O:36])[N:34](CC[Si](C)(C)C)[C:33](=[O:44])[CH2:32]1)[C:2]1[CH:7]=[CH:6][CH:5]=[CH:4][CH:3]=1.[F-].[Cs+], predict the reaction product. The product is: [CH2:1]([O:8][C:9]1[CH:14]=[C:13](/[CH:15]=[CH:16]/[C@@H:17]2[CH2:26][C:25]3[C:20](=[CH:21][CH:22]=[CH:23][CH:24]=3)[CH2:19][N:18]2[S:27]([CH3:30])(=[O:29])=[O:28])[CH:12]=[CH:11][C:10]=1[N:31]1[S:35](=[O:36])(=[O:37])[NH:34][C:33](=[O:44])[CH2:32]1)[C:2]1[CH:3]=[CH:4][CH:5]=[CH:6][CH:7]=1. (2) Given the reactants [C@H:1]([NH:5][S:6]([C:9]1[CH:18]=[C:17]2[C:12]([CH2:13][CH2:14][NH:15][C:16]2=[O:19])=[CH:11][CH:10]=1)(=[O:8])=[O:7])([CH2:3][CH3:4])[CH3:2].[F:20][C:21]1[CH:26]=[CH:25][C:24](I)=[CH:23][C:22]=1[F:28].C(=O)([O-])[O-].[K+].[K+], predict the reaction product. The product is: [C@H:1]([NH:5][S:6]([C:9]1[CH:18]=[C:17]2[C:12]([CH2:13][CH2:14][N:15]([C:24]3[CH:25]=[CH:26][C:21]([F:20])=[C:22]([F:28])[CH:23]=3)[C:16]2=[O:19])=[CH:11][CH:10]=1)(=[O:8])=[O:7])([CH2:3][CH3:4])[CH3:2]. (3) Given the reactants [Cl-].ClC1N(C)CC[NH+]1C.[NH2:10][C:11]1[CH:12]=[CH:13][C:14]([Cl:17])=[N:15][CH:16]=1.C(N(CC)CC)C.[CH3:25][O:26][C:27]1[C:28](=[O:51])[C:29]([CH3:50])=[C:30]([CH2:36][C:37]2[CH:45]=[CH:44][C:40]([C:41](O)=[O:42])=[C:39]([O:46]C(=O)C)[CH:38]=2)[C:31](=[O:35])[C:32]=1[O:33][CH3:34], predict the reaction product. The product is: [Cl:17][C:14]1[N:15]=[CH:16][C:11]([NH:10][C:41](=[O:42])[C:40]2[CH:44]=[CH:45][C:37]([CH2:36][C:30]3[C:31](=[O:35])[C:32]([O:33][CH3:34])=[C:27]([O:26][CH3:25])[C:28](=[O:51])[C:29]=3[CH3:50])=[CH:38][C:39]=2[OH:46])=[CH:12][CH:13]=1. (4) Given the reactants [C:1]([O:5][C:6](=[O:25])[NH:7][C:8]1[CH:13]=[C:12]([O:14][CH2:15][C:16]([F:19])([F:18])[F:17])[C:11]([C:20]([F:23])([F:22])[F:21])=[CH:10][C:9]=1[NH2:24])([CH3:4])([CH3:3])[CH3:2].C([O:30][C:31](=O)[CH2:32][C:33](=[O:46])[C:34]1[CH:39]=[CH:38][CH:37]=[C:36]([C:40]2[CH:45]=[CH:44][N:43]=[CH:42][CH:41]=2)[CH:35]=1)(C)(C)C, predict the reaction product. The product is: [C:1]([O:5][C:6](=[O:25])[NH:7][C:8]1[CH:13]=[C:12]([O:14][CH2:15][C:16]([F:18])([F:17])[F:19])[C:11]([C:20]([F:22])([F:23])[F:21])=[CH:10][C:9]=1[NH:24][C:31](=[O:30])[CH2:32][C:33](=[O:46])[C:34]1[CH:39]=[CH:38][CH:37]=[C:36]([C:40]2[CH:41]=[CH:42][N:43]=[CH:44][CH:45]=2)[CH:35]=1)([CH3:4])([CH3:2])[CH3:3]. (5) Given the reactants [CH3:1][C:2]1[CH:14]=[CH:13][CH:12]=[CH:11][C:3]=1[CH2:4][CH:5]([C:8](=O)[CH3:9])[C:6]#[N:7].O.[NH2:16][NH2:17], predict the reaction product. The product is: [CH3:9][C:8]1[C:5]([CH2:4][C:3]2[CH:11]=[CH:12][CH:13]=[CH:14][C:2]=2[CH3:1])=[C:6]([NH2:7])[NH:17][N:16]=1. (6) Given the reactants [CH2:1]([N:8]([CH2:14][CH:15]([OH:17])[CH3:16])[CH2:9][CH:10](O)[CH2:11][CH3:12])[C:2]1[CH:7]=[CH:6][CH:5]=[CH:4][CH:3]=1.C([O-])(O)=O.[Na+], predict the reaction product. The product is: [CH2:1]([N:8]1[CH2:14][CH:15]([CH3:16])[O:17][CH:10]([CH2:11][CH3:12])[CH2:9]1)[C:2]1[CH:3]=[CH:4][CH:5]=[CH:6][CH:7]=1. (7) Given the reactants [CH:1]1([N:4]([CH:18]2[CH2:23][CH2:22][NH:21][CH2:20][CH2:19]2)[S:5]([C:8]2[CH:13]=[CH:12][CH:11]=[CH:10][C:9]=2[C:14]([F:17])([F:16])[F:15])(=[O:7])=[O:6])[CH2:3][CH2:2]1.[F:24][C:25]1[CH:30]=[CH:29][C:28]([CH:31]([C:37]2[CH:42]=[CH:41][C:40]([F:43])=[CH:39][CH:38]=2)[CH2:32][CH2:33][C:34](O)=[O:35])=[CH:27][CH:26]=1, predict the reaction product. The product is: [CH:1]1([N:4]([CH:18]2[CH2:23][CH2:22][N:21]([C:34](=[O:35])[CH2:33][CH2:32][CH:31]([C:37]3[CH:42]=[CH:41][C:40]([F:43])=[CH:39][CH:38]=3)[C:28]3[CH:29]=[CH:30][C:25]([F:24])=[CH:26][CH:27]=3)[CH2:20][CH2:19]2)[S:5]([C:8]2[CH:13]=[CH:12][CH:11]=[CH:10][C:9]=2[C:14]([F:17])([F:15])[F:16])(=[O:6])=[O:7])[CH2:3][CH2:2]1. (8) Given the reactants [C:1]([C:3]1[CH:4]=[C:5]([F:43])[C:6]([NH:29][CH:30]([C:37]2([CH3:42])[CH2:41][CH2:40][CH2:39][CH2:38]2)[CH2:31][C:32]([O:34][CH2:35]C)=[O:33])=[N:7][C:8]=1[C:9]1[C:17]2[C:12](=[N:13][CH:14]=[C:15]([F:18])[CH:16]=2)[N:11](S(C2C=CC(C)=CC=2)(=O)=O)[CH:10]=1)#[N:2].C(C1C=C(F)C(N[C@@H](C2(C)CCCC2)CC(OCC)=O)=NC=1C1C2C(=NC=C(F)C=2)N(S(C2C=CC(C)=CC=2)(=O)=O)C=1)#N.C[O-].[Na+], predict the reaction product. The product is: [C:1]([C:3]1[CH:4]=[C:5]([F:43])[C:6]([NH:29][C@@H:30]([C:37]2([CH3:42])[CH2:38][CH2:39][CH2:40][CH2:41]2)[CH2:31][C:32]([O:34][CH3:35])=[O:33])=[N:7][C:8]=1[C:9]1[C:17]2[C:12](=[N:13][CH:14]=[C:15]([F:18])[CH:16]=2)[NH:11][CH:10]=1)#[N:2]. (9) Given the reactants [Cl:1][C:2]1[CH:7]=[C:6]([I:8])[CH:5]=[CH:4][C:3]=1[NH:9][C:10]1[N:15]([CH3:16])[C:14](=[O:17])[N:13]([CH3:18])[C:12](=[O:19])[C:11]=1[C:20](OC1C=CC=CC=1)=[O:21].[C:29]([O:33][CH2:34][CH2:35][O:36][NH2:37])([CH3:32])([CH3:31])[CH3:30], predict the reaction product. The product is: [C:29]([O:33][CH2:34][CH2:35][O:36][NH:37][C:20]([C:11]1[C:12](=[O:19])[N:13]([CH3:18])[C:14](=[O:17])[N:15]([CH3:16])[C:10]=1[NH:9][C:3]1[CH:4]=[CH:5][C:6]([I:8])=[CH:7][C:2]=1[Cl:1])=[O:21])([CH3:32])([CH3:31])[CH3:30].